Regression. Given a peptide amino acid sequence and an MHC pseudo amino acid sequence, predict their binding affinity value. This is MHC class II binding data. From a dataset of Peptide-MHC class II binding affinity with 134,281 pairs from IEDB. (1) The peptide sequence is AFKVAHTAANAAPAN. The MHC is HLA-DPA10103-DPB10301 with pseudo-sequence HLA-DPA10103-DPB10301. The binding affinity (normalized) is 0.636. (2) The peptide sequence is PLTHTIGTSVEESEM. The MHC is DRB1_1101 with pseudo-sequence DRB1_1101. The binding affinity (normalized) is 0. (3) The peptide sequence is AGAEPAGKATTEEQK. The binding affinity (normalized) is 0.149. The MHC is DRB1_1602 with pseudo-sequence DRB1_1602. (4) The peptide sequence is HVSCRVKLSALTLKG. The MHC is DRB4_0103 with pseudo-sequence DRB4_0103. The binding affinity (normalized) is 0.723. (5) The peptide sequence is ADYLRMWIQAATVMS. The MHC is HLA-DQA10501-DQB10201 with pseudo-sequence HLA-DQA10501-DQB10201. The binding affinity (normalized) is 0.525.